This data is from Reaction yield outcomes from USPTO patents with 853,638 reactions. The task is: Predict the reaction yield, written as a fraction of the theoretical maximum amount of product (1.0 means a 100% yield; for example, 0.34 means a 34% yield). (1) The reactants are [CH3:1][C@H:2]1[CH2:10][C:9]2[C:4](=[CH:5][CH:6]=[CH:7][CH:8]=2)[NH:3]1.[CH:11]1([N:19]=[C:20]=[O:21])[CH2:18][CH2:17][CH2:16][CH2:15][CH2:14][CH2:13][CH2:12]1. The catalyst is CCN(C(C)C)C(C)C.C1COCC1. The product is [CH:11]1([NH:19][C:20]([N:3]2[C:4]3[C:9](=[CH:8][CH:7]=[CH:6][CH:5]=3)[CH2:10][C@@H:2]2[CH3:1])=[O:21])[CH2:18][CH2:17][CH2:16][CH2:15][CH2:14][CH2:13][CH2:12]1. The yield is 0.610. (2) The reactants are [Br:1][C:2]1[CH:7]=[CH:6][C:5]([N:8]2[C:19]3[C:11](=[CH:12][C:13]4[S:17][CH:16]=[N:15][C:14]=4[C:18]=3[F:20])[NH:10][C:9]2=[O:21])=[C:4]([Cl:22])[CH:3]=1.C(N(CC)CC)C.[CH:30]1([S:33](Cl)(=[O:35])=[O:34])[CH2:32][CH2:31]1. The catalyst is C(Cl)Cl.CN(C1C=CN=CC=1)C. The product is [Br:1][C:2]1[CH:7]=[CH:6][C:5]([N:8]2[C:19]3[C:11](=[CH:12][C:13]4[S:17][CH:16]=[N:15][C:14]=4[C:18]=3[F:20])[N:10]([S:33]([CH:30]3[CH2:32][CH2:31]3)(=[O:35])=[O:34])[C:9]2=[O:21])=[C:4]([Cl:22])[CH:3]=1. The yield is 0.951. (3) The reactants are [CH3:1][C:2]1([CH3:24])[C:10]2[C:9]3[CH:11]=[C:12]([S:19]([O-:22])(=[O:21])=[O:20])[CH:13]=[C:14]([S:15]([O-:18])(=[O:17])=[O:16])[C:8]=3[CH:7]=[CH:6][C:5]=2[N:4]=[C:3]1[CH3:23].Br[CH:26]([CH2:30][CH2:31]CC)[C:27]([OH:29])=[O:28].[C:34](OCC)(=O)[CH3:35]. No catalyst specified. The product is [C:27]([CH:26]([CH2:30][CH3:31])[CH2:34][CH2:35][O:17][S:15]([C:14]1[C:8]2[CH:7]=[CH:6][C:5]3[NH+:4]=[C:3]([CH3:23])[C:2]([CH3:24])([CH3:1])[C:10]=3[C:9]=2[CH:11]=[C:12]([S:19]([O-:22])(=[O:21])=[O:20])[CH:13]=1)(=[O:18])=[O:16])([OH:29])=[O:28]. The yield is 0.700. (4) The reactants are [OH:1][C:2]1[CH:9]=[CH:8][C:5]([C:6]#[N:7])=[CH:4][C:3]=1[O:10][C:11]1[CH:16]=[CH:15][CH:14]=[CH:13][CH:12]=1.[C:17]1(P(C2C=CC=CC=2)C2C=CC=CC=2)C=CC=C[CH:18]=1.C(O)C.[N+](C(OCC)=O)(C(OCC)=O)=[N-]. The catalyst is C(OCC)(=O)C. The product is [CH2:17]([O:1][C:2]1[CH:9]=[CH:8][C:5]([C:6]#[N:7])=[CH:4][C:3]=1[O:10][C:11]1[CH:12]=[CH:13][CH:14]=[CH:15][CH:16]=1)[CH3:18]. The yield is 0.890.